This data is from Full USPTO retrosynthesis dataset with 1.9M reactions from patents (1976-2016). The task is: Predict the reactants needed to synthesize the given product. (1) The reactants are: [N+:1]([C:4]1[CH:9]=[C:8]([O:10][C:11]([F:14])([F:13])[F:12])[CH:7]=[CH:6][C:5]=1[S:15]([NH:18][C:19]1[CH:20]=[CH:21][CH:22]=[C:23]2[C:28]=1[N:27]=[CH:26][CH:25]=[CH:24]2)(=[O:17])=[O:16])([O-])=O.Cl[Sn]Cl. Given the product [NH2:1][C:4]1[CH:9]=[C:8]([O:10][C:11]([F:13])([F:12])[F:14])[CH:7]=[CH:6][C:5]=1[S:15]([NH:18][C:19]1[CH:20]=[CH:21][CH:22]=[C:23]2[C:28]=1[N:27]=[CH:26][CH:25]=[CH:24]2)(=[O:16])=[O:17], predict the reactants needed to synthesize it. (2) The reactants are: Cl.C(N=C=NCCCN(C)C)C.[C:13]([C:15]1[N:20]=[N:19][CH:18]=[C:17]([N:21]2[CH:25]=[CH:24][C:23]([N:26]3[CH2:31][C:30]([CH3:33])([CH3:32])[O:29][C@H:28]([C@@H:34]([OH:38])[C:35](O)=[O:36])[C:27]3=[O:39])=[N:22]2)[CH:16]=1)#[N:14].[O:40]1[C:44]2[CH:45]=[C:46]([NH2:49])[CH:47]=[CH:48][C:43]=2[C:42]([NH2:50])=[N:41]1.ON1C2N=CC=CC=2N=N1. Given the product [NH2:50][C:42]1[C:43]2[CH:48]=[CH:47][C:46]([NH:49][C:35](=[O:36])[C@@H:34]([C@H:28]3[O:29][C:30]([CH3:33])([CH3:32])[CH2:31][N:26]([C:23]4[CH:24]=[CH:25][N:21]([C:17]5[CH:16]=[C:15]([C:13]#[N:14])[N:20]=[N:19][CH:18]=5)[N:22]=4)[C:27]3=[O:39])[OH:38])=[CH:45][C:44]=2[O:40][N:41]=1, predict the reactants needed to synthesize it. (3) Given the product [O:7]1[C:20]2[CH:19]=[CH:18][CH:17]=[CH:16][C:21]=2[C:12]([CH2:13][C:14]([OH:9])=[O:8])=[N:6]1, predict the reactants needed to synthesize it. The reactants are: S(O)(O)(=O)=O.[NH2:6][OH:7].[OH2:8].[OH-:9].[Na+].O[C:12]1[C:21]2[C:16](=[CH:17][CH:18]=[CH:19][CH:20]=2)O[C:14](=O)[CH:13]=1. (4) Given the product [CH2:25]([S:24][C:12]1[N:11]=[C:10]([C:7]2[CH:6]=[CH:5][C:4]([CH:1]([CH3:3])[CH3:2])=[CH:9][CH:8]=2)[C:19]2[C:14](=[CH:15][CH:16]=[C:17]([O:20][CH2:21][C:22]#[CH:23])[CH:18]=2)[N:13]=1)[C:26]1[CH:31]=[CH:30][CH:29]=[CH:28][CH:27]=1, predict the reactants needed to synthesize it. The reactants are: [CH:1]([C:4]1[CH:9]=[CH:8][C:7]([C:10]2[C:19]3[C:14](=[CH:15][CH:16]=[C:17]([O:20][CH2:21][C:22]#[CH:23])[CH:18]=3)[NH:13][C:12](=[S:24])[N:11]=2)=[CH:6][CH:5]=1)([CH3:3])[CH3:2].[CH2:25](Br)[C:26]1[CH:31]=[CH:30][CH:29]=[CH:28][CH:27]=1.CCN(C(C)C)C(C)C. (5) Given the product [F:9][C:4]1[C:3]([C:10]([F:13])([F:12])[F:11])=[C:2]([CH:14]=[CH2:15])[CH:8]=[CH:7][C:5]=1[NH2:6], predict the reactants needed to synthesize it. The reactants are: Br[C:2]1[CH:8]=[CH:7][C:5]([NH2:6])=[C:4]([F:9])[C:3]=1[C:10]([F:13])([F:12])[F:11].[CH2:14](C([Sn](Cl)(Cl)Cl)=C(CCCC)CCCC)[CH2:15]CC.N#N. (6) The reactants are: [N+:1]([O-:4])([OH:3])=[O:2].[Br:5][C:6]1[CH:24]=[N:23][C:9]2[N:10]=[C:11]([N:17]3[CH2:20][CH:19]([NH:21][CH3:22])[CH2:18]3)[C:12]3[N:13]([CH:14]=[N:15][N:16]=3)[C:8]=2[CH:7]=1. Given the product [N+:1]([O-:4])([OH:3])=[O:2].[Br:5][C:6]1[CH:24]=[N:23][C:9]2[N:10]=[C:11]([N:17]3[CH2:20][CH:19]([NH:21][CH3:22])[CH2:18]3)[C:12]3[N:13]([CH:14]=[N:15][N:16]=3)[C:8]=2[CH:7]=1, predict the reactants needed to synthesize it. (7) Given the product [I:1][C:2]1[CH:7]=[CH:6][C:5]([NH:8][N:9]=[C:10]([C:11]([OH:13])=[O:12])[C:16]([OH:18])=[O:17])=[C:4]([CH3:21])[CH:3]=1, predict the reactants needed to synthesize it. The reactants are: [I:1][C:2]1[CH:7]=[CH:6][C:5]([NH:8][N:9]=[C:10]([C:16]([O:18]CC)=[O:17])[C:11]([O:13]CC)=[O:12])=[C:4]([CH3:21])[CH:3]=1.[OH-].[Na+].O.Cl. (8) The reactants are: O=[C:2]1[CH2:5][N:4]([C:6]([O:8][C:9]([CH3:12])([CH3:11])[CH3:10])=[O:7])[CH2:3]1.[CH3:13][O:14][C:15]([CH:17]=P(C1C=CC=CC=1)(C1C=CC=CC=1)C1C=CC=CC=1)=[O:16]. Given the product [CH3:13][O:14][C:15](=[O:16])[CH:17]=[C:2]1[CH2:5][N:4]([C:6]([O:8][C:9]([CH3:12])([CH3:11])[CH3:10])=[O:7])[CH2:3]1, predict the reactants needed to synthesize it.